Dataset: Forward reaction prediction with 1.9M reactions from USPTO patents (1976-2016). Task: Predict the product of the given reaction. (1) Given the reactants [NH:1]1[CH2:4][CH:3]([N:5]2[CH:9]=[C:8]([C:10]3[CH:11]=[N:12][C:13]4[C:18]([CH:19]=3)=[CH:17][C:16]([CH2:20][C:21]3[N:25]5[N:26]=[C:27]([CH3:30])[CH:28]=[CH:29][C:24]5=[N:23][N:22]=3)=[CH:15][CH:14]=4)[CH:7]=[N:6]2)[CH2:2]1.C(N(CC)CC)C.[C:38](Cl)(=[O:40])[CH3:39], predict the reaction product. The product is: [CH3:30][C:27]1[CH:28]=[CH:29][C:24]2[N:25]([C:21]([CH2:20][C:16]3[CH:17]=[C:18]4[C:13](=[CH:14][CH:15]=3)[N:12]=[CH:11][C:10]([C:8]3[CH:7]=[N:6][N:5]([CH:3]5[CH2:4][N:1]([C:38](=[O:40])[CH3:39])[CH2:2]5)[CH:9]=3)=[CH:19]4)=[N:22][N:23]=2)[N:26]=1. (2) Given the reactants [O:1]1[CH2:5][CH2:4][NH:3][C:2]1=[O:6].C[O:8][C:9](=[O:18])[C:10]1[CH:15]=[C:14](I)[CH:13]=[C:12](Br)[CH:11]=1.[Cl:19][C:20]1[CH:25]=[CH:24][C:23]([C@@:26]2([CH3:38])[C@:28]3([C:36]4[C:31](=[CH:32][CH:33]=[CH:34][CH:35]=4)[NH:30][C:29]3=[O:37])[CH2:27]2)=[CH:22][CH:21]=1, predict the reaction product. The product is: [Cl:19][C:20]1[CH:21]=[CH:22][C:23]([C@:26]2([CH3:38])[C@@:28]3([C:36]4[C:31](=[CH:32][CH:33]=[CH:34][CH:35]=4)[N:30]([C:12]4[CH:11]=[C:10]([CH:15]=[C:14]([N:3]5[CH2:4][CH2:5][O:1][C:2]5=[O:6])[CH:13]=4)[C:9]([OH:8])=[O:18])[C:29]3=[O:37])[CH2:27]2)=[CH:24][CH:25]=1. (3) Given the reactants [CH2:1]([O:8][C:9](=[O:30])[C@@H:10]([NH:22][C:23]([O:25][C:26]([CH3:29])([CH3:28])[CH3:27])=[O:24])[CH2:11][CH2:12][C:13]1[NH:17][C:16]2[CH:18]=[CH:19][CH:20]=[CH:21][C:15]=2[N:14]=1)[C:2]1[CH:7]=[CH:6][CH:5]=[CH:4][CH:3]=1.[H-].[Na+].I[CH2:34][CH2:35][CH3:36].Cl, predict the reaction product. The product is: [CH2:1]([O:8][C:9](=[O:30])[C@@H:10]([NH:22][C:23]([O:25][C:26]([CH3:27])([CH3:29])[CH3:28])=[O:24])[CH2:11][CH2:12][C:13]1[N:17]([CH2:34][CH2:35][CH3:36])[C:16]2[CH:18]=[CH:19][CH:20]=[CH:21][C:15]=2[N:14]=1)[C:2]1[CH:7]=[CH:6][CH:5]=[CH:4][CH:3]=1. (4) Given the reactants C([O:5][C:6](=[O:32])[CH2:7][N:8]1[CH:12]=[C:11]([C:13]2[C:25]3[C:24]4[C:19](=[CH:20][CH:21]=[CH:22][CH:23]=4)[C:18]([OH:30])([C:26]([F:29])([F:28])[F:27])[C:17]=3[CH:16]=[C:15]([F:31])[CH:14]=2)[CH:10]=[N:9]1)(C)(C)C.[CH2:33]=[O:34].[F-].C([N+](CCCC)(CCCC)CCCC)CCC.Cl.CN(C)[CH:56]=[O:57], predict the reaction product. The product is: [F:31][C:15]1[CH:14]=[C:13]([C:11]2[CH:10]=[N:9][N:8]([C:7]([CH2:56][OH:57])([CH2:33][OH:34])[C:6]([OH:5])=[O:32])[CH:12]=2)[C:25]2[C:24]3[C:19](=[CH:20][CH:21]=[CH:22][CH:23]=3)[C:18]([OH:30])([C:26]([F:29])([F:28])[F:27])[C:17]=2[CH:16]=1.